Dataset: Catalyst prediction with 721,799 reactions and 888 catalyst types from USPTO. Task: Predict which catalyst facilitates the given reaction. (1) Reactant: [NH2:1][C:2]1[C:6]2[C:7](=[O:23])[N:8]([C:11]3[C:16]([F:17])=[CH:15][C:14]([NH:18][C:19](=[O:21])[CH3:20])=[CH:13][C:12]=3[F:22])[CH:9]=[CH:10][C:5]=2[NH:4][N:3]=1.[Br:24]Br. Product: [BrH:24].[NH2:1][C:2]1[C:6]2[C:7](=[O:23])[N:8]([C:11]3[C:12]([F:22])=[CH:13][C:14]([NH:18][C:19](=[O:21])[CH3:20])=[CH:15][C:16]=3[F:17])[CH:9]=[C:10]([Br:24])[C:5]=2[NH:4][N:3]=1. The catalyst class is: 15. (2) Reactant: [CH2:1]([O:3][C:4]1[CH:5]=[C:6]([CH:14]2[C:19]([C:20]3[CH:25]=[CH:24][CH:23]=[CH:22][CH:21]=3)=[C:18]([C:26]3[CH:31]=[CH:30][CH:29]=[CH:28][CH:27]=3)[NH:17][C:16](=[O:32])[CH2:15]2)[CH:7]=[C:8]([N+:11]([O-:13])=[O:12])[C:9]=1[OH:10])[CH3:2].C(=O)([O-])[O-].[K+].[K+].Cl[CH2:40][O:41][CH3:42].O. Product: [CH2:1]([O:3][C:4]1[CH:5]=[C:6]([CH:14]2[C:19]([C:20]3[CH:21]=[CH:22][CH:23]=[CH:24][CH:25]=3)=[C:18]([C:26]3[CH:27]=[CH:28][CH:29]=[CH:30][CH:31]=3)[NH:17][C:16](=[O:32])[CH2:15]2)[CH:7]=[C:8]([N+:11]([O-:13])=[O:12])[C:9]=1[O:10][CH2:40][O:41][CH3:42])[CH3:2]. The catalyst class is: 31. (3) Reactant: [OH-].[Na+].[C:3]([O:7][C:8]([N:10]1[CH2:15][CH2:14][C:13]([C:30](=[O:32])[NH2:31])([NH:16][C:17](=O)[C:18]2[CH:23]=[CH:22][C:21]([C:24]([F:27])([F:26])[F:25])=[CH:20][C:19]=2[F:28])[CH2:12][CH2:11]1)=[O:9])([CH3:6])([CH3:5])[CH3:4]. Product: [C:3]([O:7][C:8]([N:10]1[CH2:15][CH2:14][C:13]2([N:16]=[C:17]([C:18]3[CH:23]=[CH:22][C:21]([C:24]([F:27])([F:26])[F:25])=[CH:20][C:19]=3[F:28])[NH:31][C:30]2=[O:32])[CH2:12][CH2:11]1)=[O:9])([CH3:6])([CH3:5])[CH3:4]. The catalyst class is: 16. (4) Reactant: [CH3:1][O:2][C:3]1[CH:4]=[C:5]([C:9]2[N:10]=[C:11]([CH:14]3[O:19][CH2:18][CH2:17][N:16](CC4C=CC=CC=4)[CH2:15]3)[NH:12][CH:13]=2)[CH:6]=[CH:7][CH:8]=1.Cl. Product: [CH3:1][O:2][C:3]1[CH:4]=[C:5]([C:9]2[N:10]=[C:11]([CH:14]3[O:19][CH2:18][CH2:17][NH:16][CH2:15]3)[NH:12][CH:13]=2)[CH:6]=[CH:7][CH:8]=1. The catalyst class is: 43.